This data is from Forward reaction prediction with 1.9M reactions from USPTO patents (1976-2016). The task is: Predict the product of the given reaction. (1) The product is: [Cl:1][C:2]1[CH:39]=[CH:38][CH:37]=[C:36]([CH:40]2[CH2:42][CH2:41]2)[C:3]=1[C:4]([N:6]1[C:14]2[C:9](=[CH:10][CH:11]=[C:12]([C:15]([N:17]3[CH2:18][CH:19]([O:21][CH3:22])[CH2:20]3)=[O:16])[CH:13]=2)[C:8]([C:23]2[CH2:28][CH2:27][CH:26]([C:29]([OH:31])=[O:30])[CH2:25][CH:24]=2)=[N:7]1)=[O:5]. Given the reactants [Cl:1][C:2]1[CH:39]=[CH:38][CH:37]=[C:36]([CH:40]2[CH2:42][CH2:41]2)[C:3]=1[C:4]([N:6]1[C:14]2[C:9](=[CH:10][CH:11]=[C:12]([C:15]([N:17]3[CH2:20][CH:19]([O:21][CH3:22])[CH2:18]3)=[O:16])[CH:13]=2)[C:8]([C:23]2[CH2:28][CH2:27][CH:26]([C:29]([O:31]C(C)(C)C)=[O:30])[CH2:25][CH:24]=2)=[N:7]1)=[O:5].C(O)(C(F)(F)F)=O, predict the reaction product. (2) Given the reactants Br[CH2:2][CH2:3][O:4][C:5](=[O:18])[C:6]1[CH:11]=[CH:10][C:9]([N+:12]([O-:14])=[O:13])=[CH:8][C:7]=1[CH:15]([CH3:17])[CH3:16].C(N(CC)CC)C.[CH:26]([C:29]1[NH:30][CH:31]=[CH:32][N:33]=1)([CH3:28])[CH3:27], predict the reaction product. The product is: [CH:26]([C:29]1[N:30]([CH2:2][CH2:3][O:4][C:5](=[O:18])[C:6]2[CH:11]=[CH:10][C:9]([N+:12]([O-:14])=[O:13])=[CH:8][C:7]=2[CH:15]([CH3:17])[CH3:16])[CH:31]=[CH:32][N:33]=1)([CH3:28])[CH3:27]. (3) Given the reactants Cl[C:2]1[CH:11]=[N:10][C:9]2[C:8]([C:12]([O:14][CH3:15])=[O:13])=[C:7]([O:16][CH3:17])[CH:6]=[CH:5][C:4]=2[N:3]=1.[CH2:18]([NH2:25])[C:19]1[CH:24]=[CH:23][CH:22]=[CH:21][CH:20]=1.C(=O)(O)[O-].[Na+], predict the reaction product. The product is: [CH3:17][O:16][C:7]1[CH:6]=[CH:5][C:4]2[N:3]=[C:2]([NH:25][CH2:18][C:19]3[CH:24]=[CH:23][CH:22]=[CH:21][CH:20]=3)[CH:11]=[N:10][C:9]=2[C:8]=1[C:12]([O:14][CH3:15])=[O:13].